Predict the product of the given reaction. From a dataset of Forward reaction prediction with 1.9M reactions from USPTO patents (1976-2016). (1) Given the reactants Cl[C:2]1[C:3]2[C:4](=[CH:14][N:15](CC3C=CC(OC)=CC=3)[N:16]=2)[N:5]=[C:6]([C:8]2[CH:13]=[CH:12][CH:11]=[CH:10][CH:9]=2)[N:7]=1.[N:26]1([C:32]2[CH:38]=[CH:37][C:35]([NH2:36])=[CH:34][CH:33]=2)[CH2:31][CH2:30][CH2:29][CH2:28][CH2:27]1.Cl, predict the reaction product. The product is: [C:8]1([C:6]2[N:7]=[C:2]([NH:36][C:35]3[CH:34]=[CH:33][C:32]([N:26]4[CH2:31][CH2:30][CH2:29][CH2:28][CH2:27]4)=[CH:38][CH:37]=3)[C:3]3[NH:16][N:15]=[CH:14][C:4]=3[N:5]=2)[CH:9]=[CH:10][CH:11]=[CH:12][CH:13]=1. (2) The product is: [CH3:9][O:10][CH2:11][CH2:12][N:13]1[CH:1]([C:2]2[CH:7]=[CH:6][CH:5]=[CH:4][CH:3]=2)[CH:15]([C:14]([NH:31][C:30]2[CH:32]=[CH:33][CH:34]=[C:28]([O:27][CH3:26])[CH:29]=2)=[O:25])[C:16]2[C:17](=[CH:21][CH:22]=[CH:23][CH:24]=2)[C:18]1=[O:20]. Given the reactants [CH:1](=O)[C:2]1[CH:7]=[CH:6][CH:5]=[CH:4][CH:3]=1.[CH3:9][O:10][CH2:11][CH2:12][NH2:13].[C:14]1(=[O:25])[O:20][C:18](=O)[C:17]2=[CH:21][CH:22]=[CH:23][CH:24]=[C:16]2[CH2:15]1.[CH3:26][O:27][C:28]1[CH:29]=[C:30]([CH:32]=[CH:33][CH:34]=1)[NH2:31], predict the reaction product. (3) Given the reactants [O:1]1CC[CH2:3][CH2:2]1.Cl.Cl.Cl.[NH2:9][N:10]1[O:22][C:21]2[C:20]3[CH2:19][CH2:18][NH:17][CH2:16][C:15]=3[S:14][C:13]=2[N:12]=[C:11]1[S:23][CH2:24][CH2:25][CH2:26][N:27]1[CH2:32][CH2:31][N:30]([C:33]2[CH:42]=[CH:41][C:40]3[C:35](=[CH:36][CH:37]=[CH:38][CH:39]=3)[N:34]=2)[CH2:29][CH2:28]1.C(Cl)(=O)C, predict the reaction product. The product is: [C:2]([N:17]1[CH2:16][C:15]2[S:14][C:13]3[N:12]=[C:11]([S:23][CH2:24][CH2:25][CH2:26][N:27]4[CH2:32][CH2:31][N:30]([C:33]5[CH:42]=[CH:41][C:40]6[C:35](=[CH:36][CH:37]=[CH:38][CH:39]=6)[N:34]=5)[CH2:29][CH2:28]4)[N:10]([NH2:9])[O:22][C:21]=3[C:20]=2[CH2:19][CH2:18]1)(=[O:1])[CH3:3]. (4) Given the reactants [CH2:1]([O:3][C:4](=[O:19])/[CH:5]=[CH:6]/[C:7]([C:10]1[CH:15]=[CH:14][C:13]([Cl:16])=[C:12]([O:17][CH3:18])[CH:11]=1)([CH3:9])[CH3:8])[CH3:2], predict the reaction product. The product is: [CH2:1]([O:3][C:4](=[O:19])[CH2:5][CH2:6][C:7]([C:10]1[CH:15]=[CH:14][C:13]([Cl:16])=[C:12]([O:17][CH3:18])[CH:11]=1)([CH3:8])[CH3:9])[CH3:2]. (5) Given the reactants Br[C:2]1[CH:3]=[N:4][CH:5]=[CH:6][C:7]=1[O:8][C:9]1[C:14]([Cl:15])=[CH:13][C:12]([NH2:16])=[C:11]([F:17])[CH:10]=1.[CH3:18][N:19]1[CH:23]=[C:22](B2OC(C)(C)C(C)(C)O2)[CH:21]=[N:20]1.COC1C=CC=C(OC)C=1C1C=CC=CC=1P(C1CCCCC1)C1CCCCC1.P([O-])([O-])([O-])=O.[K+].[K+].[K+], predict the reaction product. The product is: [Cl:15][C:14]1[C:9]([O:8][C:7]2[CH:6]=[CH:5][N:4]=[CH:3][C:2]=2[C:21]2[CH:22]=[CH:23][N:19]([CH3:18])[N:20]=2)=[CH:10][C:11]([F:17])=[C:12]([NH2:16])[CH:13]=1. (6) The product is: [Cl:17][C:6]1[CH:5]=[C:4]([C:9]2[CH:14]=[CH:13][CH:12]=[CH:11][CH:10]=2)[N:3]=[C:2]([CH3:1])[N:7]=1. Given the reactants [CH3:1][C:2]1[NH:7][C:6](=O)[CH:5]=[C:4]([C:9]2[CH:14]=[CH:13][CH:12]=[CH:11][CH:10]=2)[N:3]=1.O=P(Cl)(Cl)[Cl:17], predict the reaction product. (7) Given the reactants [C:1]([C:4]1[O:46][C:7]([CH2:8][N:9]([C:33]2[CH:38]=[CH:37][CH:36]=[C:35]([CH2:39][N:40]3[CH2:45][CH2:44][CH2:43][CH2:42][CH2:41]3)[CH:34]=2)[C:10](=[O:32])[CH2:11][CH2:12][N:13]2[CH2:17][CH2:16][N:15]([CH2:18][C:19]3[CH:24]=[C:23]([CH3:25])[CH:22]=[C:21]([CH3:26])[CH:20]=3)[C:14]2=[C:27]([C:30]#[N:31])[C:28]#[N:29])=[CH:6][CH:5]=1)([OH:3])=O.Cl.CN(C)CCCN=C=NCC.[CH3:59][S:60]([NH2:63])(=[O:62])=[O:61].O, predict the reaction product. The product is: [CH3:59][S:60]([NH:63][C:1]([C:4]1[O:46][C:7]([CH2:8][N:9]([C:33]2[CH:38]=[CH:37][CH:36]=[C:35]([CH2:39][N:40]3[CH2:41][CH2:42][CH2:43][CH2:44][CH2:45]3)[CH:34]=2)[C:10](=[O:32])[CH2:11][CH2:12][N:13]2[CH2:17][CH2:16][N:15]([CH2:18][C:19]3[CH:24]=[C:23]([CH3:25])[CH:22]=[C:21]([CH3:26])[CH:20]=3)[C:14]2=[C:27]([C:28]#[N:29])[C:30]#[N:31])=[CH:6][CH:5]=1)=[O:3])(=[O:62])=[O:61].